This data is from Reaction yield outcomes from USPTO patents with 853,638 reactions. The task is: Predict the reaction yield, written as a fraction of the theoretical maximum amount of product (1.0 means a 100% yield; for example, 0.34 means a 34% yield). (1) The reactants are [Br:1][C:2]1[CH:3]=[C:4]([NH2:13])[C:5]([NH:8][C:9]([CH3:12])([CH3:11])[CH3:10])=[CH:6][CH:7]=1.[CH3:14][C:15]1[N:19]=[C:18]([C:20]2[CH:27]=[CH:26][CH:25]=[CH:24][C:21]=2[CH:22]=O)[O:17][N:16]=1.OOS([O-])=O.[K+].S([O-])([O-])(=O)=S.[Na+].[Na+]. The catalyst is CN(C=O)C.O. The product is [Br:1][C:2]1[CH:7]=[CH:6][C:5]2[N:8]([C:9]([CH3:10])([CH3:12])[CH3:11])[C:22]([C:21]3[CH:24]=[CH:25][CH:26]=[CH:27][C:20]=3[C:18]3[O:17][N:16]=[C:15]([CH3:14])[N:19]=3)=[N:13][C:4]=2[CH:3]=1. The yield is 0.760. (2) The reactants are [Cl:1][C:2]1[CH:7]=[C:6]([CH3:8])[C:5]([N+:9]([O-:11])=[O:10])=[CH:4][N:3]=1.OO.NC(N)=[O:16].FC(F)(F)C(OC(=O)C(F)(F)F)=O. The catalyst is C(Cl)Cl. The product is [Cl:1][C:2]1[CH:7]=[C:6]([CH3:8])[C:5]([N+:9]([O-:11])=[O:10])=[CH:4][N+:3]=1[O-:16]. The yield is 0.930. (3) The reactants are [Cl:1][C:2]1[N:7]=[C:6](Cl)[N:5]=[C:4]([O:9][CH3:10])[N:3]=1.[CH3:11][Zn]C.C1(C)C=CC=CC=1.O. The yield is 0.250. The product is [Cl:1][C:2]1[N:3]=[C:4]([O:9][CH3:10])[N:5]=[C:6]([CH3:11])[N:7]=1. The catalyst is O1CCOCC1. (4) The reactants are [F:1][C:2]1[C:11]2[O:10][CH2:9][CH:8]([NH:12][CH2:13][CH2:14][CH2:15][C:16]3[C:24]4[C:19](=[CH:20][CH:21]=[C:22]([F:25])[CH:23]=4)[NH:18][CH:17]=3)[CH2:7][C:6]=2[C:5]([C:26]([NH2:28])=[O:27])=[CH:4][CH:3]=1.[CH:29]1([CH:32]=O)[CH2:31][CH2:30]1.C(O)(=O)C.C([BH3-])#N.[Na+]. The catalyst is CO.CCOC(C)=O.CCCCCC.CO. The product is [CH:29]1([CH2:32][N:12]([CH2:13][CH2:14][CH2:15][C:16]2[C:24]3[C:19](=[CH:20][CH:21]=[C:22]([F:25])[CH:23]=3)[NH:18][CH:17]=2)[CH:8]2[CH2:7][C:6]3[C:5]([C:26]([NH2:28])=[O:27])=[CH:4][CH:3]=[C:2]([F:1])[C:11]=3[O:10][CH2:9]2)[CH2:31][CH2:30]1. The yield is 0.890. (5) The reactants are Cl[C:2]1[N:3]=[N:4][CH:5]=[C:6]([O:8][CH3:9])[CH:7]=1.[Cl:10][C:11]1[CH:12]=[C:13](B(O)O)[CH:14]=[CH:15][C:16]=1[F:17].C([O-])([O-])=O.[Cs+].[Cs+].C(P(C(C)(C)C)C(C)(C)C)(C)(C)C. The catalyst is O1CCOCC1.C(OC(=O)C)C. The product is [Cl:10][C:11]1[CH:12]=[C:13]([C:2]2[N:3]=[N:4][CH:5]=[C:6]([O:8][CH3:9])[CH:7]=2)[CH:14]=[CH:15][C:16]=1[F:17]. The yield is 0.670. (6) The reactants are [Li]CCCC.[CH3:6][C:7]#[N:8].C(O[C:12]([C:14]1[N:15]([N:24]=[CH:25]N(C)C)[C:16]([C:19]([O:21][CH2:22][CH3:23])=[O:20])=[CH:17][CH:18]=1)=[O:13])C.CC(O)=O. The catalyst is C1COCC1. The product is [CH2:22]([O:21][C:19]([C:16]1[N:15]2[N:24]=[CH:25][C:6]([C:7]#[N:8])=[C:12]([OH:13])[C:14]2=[CH:18][CH:17]=1)=[O:20])[CH3:23]. The yield is 0.500. (7) The reactants are C[O:2][C:3]([C:5]1[CH2:6][N:7]([C:18]([O:20][C:21]([CH3:24])([CH3:23])[CH3:22])=[O:19])[CH2:8][CH2:9][C:10]=1[C:11]1[CH:16]=[CH:15][C:14]([F:17])=[CH:13][CH:12]=1)=[O:4].[OH-].[Na+]. The catalyst is O1CCOCC1. The product is [C:21]([O:20][C:18]([N:7]1[CH2:8][CH2:9][C:10]([C:11]2[CH:12]=[CH:13][C:14]([F:17])=[CH:15][CH:16]=2)=[C:5]([C:3]([OH:4])=[O:2])[CH2:6]1)=[O:19])([CH3:24])([CH3:22])[CH3:23]. The yield is 0.780.